From a dataset of Peptide-MHC class I binding affinity with 185,985 pairs from IEDB/IMGT. Regression. Given a peptide amino acid sequence and an MHC pseudo amino acid sequence, predict their binding affinity value. This is MHC class I binding data. The peptide sequence is ALMEITSRY. The MHC is HLA-A31:01 with pseudo-sequence HLA-A31:01. The binding affinity (normalized) is 0.155.